This data is from Kir2.1 potassium channel HTS with 301,493 compounds. The task is: Binary Classification. Given a drug SMILES string, predict its activity (active/inactive) in a high-throughput screening assay against a specified biological target. (1) The molecule is S(CC(OC1CCCCC1)=O)c1oc(nn1)CSc1nc(cc(n1)C)C. The result is 1 (active). (2) The molecule is S(=O)(=O)(Nc1cc(ccc1)C(F)(F)F)c1[nH]cnc1. The result is 0 (inactive). (3) The drug is S=P(N1CCOCC1)(N1CCOCC1)c1n(cc(P(=O)(N2CCOCC2)N2CCOCC2)c1)C. The result is 0 (inactive). (4) The compound is O(c1nn(c(=O)cc1)C)c1nc(N(C)C)nc(OC)n1. The result is 0 (inactive). (5) The compound is O=C(N1CCN(CC1)c1c(OC)cccc1)c1cc2nc(c(nc2cc1)c1occc1)c1occc1. The result is 0 (inactive). (6) The drug is Clc1c(CC2(CCN(S(=O)(=O)N(C)C)CC2)C(OCC)=O)cccc1. The result is 0 (inactive). (7) The molecule is s1c2CCCCc2c(c1NC(=O)C(Sc1[nH]nc(c(=O)n1)C)C)C#N. The result is 0 (inactive). (8) The molecule is Clc1cc(NC(P(OC)(OC)=O)c2cc(O)ccc2)cc(Cl)c1. The result is 0 (inactive).